This data is from NCI-60 drug combinations with 297,098 pairs across 59 cell lines. The task is: Regression. Given two drug SMILES strings and cell line genomic features, predict the synergy score measuring deviation from expected non-interaction effect. (1) Drug 1: C1=CC(=C2C(=C1NCCNCCO)C(=O)C3=C(C=CC(=C3C2=O)O)O)NCCNCCO. Drug 2: CC(C)(C#N)C1=CC(=CC(=C1)CN2C=NC=N2)C(C)(C)C#N. Cell line: UACC-257. Synergy scores: CSS=3.36, Synergy_ZIP=-1.37, Synergy_Bliss=-1.87, Synergy_Loewe=-4.81, Synergy_HSA=-2.74. (2) Drug 1: C1=CC(=C2C(=C1NCCNCCO)C(=O)C3=C(C=CC(=C3C2=O)O)O)NCCNCCO. Drug 2: CC1=C(N=C(N=C1N)C(CC(=O)N)NCC(C(=O)N)N)C(=O)NC(C(C2=CN=CN2)OC3C(C(C(C(O3)CO)O)O)OC4C(C(C(C(O4)CO)O)OC(=O)N)O)C(=O)NC(C)C(C(C)C(=O)NC(C(C)O)C(=O)NCCC5=NC(=CS5)C6=NC(=CS6)C(=O)NCCC[S+](C)C)O. Cell line: SW-620. Synergy scores: CSS=43.4, Synergy_ZIP=3.62, Synergy_Bliss=3.81, Synergy_Loewe=-6.78, Synergy_HSA=3.75. (3) Drug 1: CC1C(C(CC(O1)OC2CC(CC3=C2C(=C4C(=C3O)C(=O)C5=C(C4=O)C(=CC=C5)OC)O)(C(=O)C)O)N)O.Cl. Drug 2: CN(C(=O)NC(C=O)C(C(C(CO)O)O)O)N=O. Cell line: LOX IMVI. Synergy scores: CSS=25.1, Synergy_ZIP=-7.59, Synergy_Bliss=-2.84, Synergy_Loewe=-0.224, Synergy_HSA=0.335. (4) Drug 1: C1C(C(OC1N2C=NC3=C(N=C(N=C32)Cl)N)CO)O. Drug 2: C1=NC2=C(N=C(N=C2N1C3C(C(C(O3)CO)O)F)Cl)N. Cell line: NCI-H322M. Synergy scores: CSS=-4.22, Synergy_ZIP=0.410, Synergy_Bliss=-6.84, Synergy_Loewe=-6.56, Synergy_HSA=-10.4. (5) Drug 1: CN1CCC(CC1)COC2=C(C=C3C(=C2)N=CN=C3NC4=C(C=C(C=C4)Br)F)OC. Drug 2: COCCOC1=C(C=C2C(=C1)C(=NC=N2)NC3=CC=CC(=C3)C#C)OCCOC.Cl. Cell line: HS 578T. Synergy scores: CSS=10.9, Synergy_ZIP=5.05, Synergy_Bliss=15.5, Synergy_Loewe=8.34, Synergy_HSA=8.93. (6) Drug 1: C1=NC2=C(N=C(N=C2N1C3C(C(C(O3)CO)O)O)F)N. Drug 2: C1=NC2=C(N=C(N=C2N1C3C(C(C(O3)CO)O)F)Cl)N. Cell line: MALME-3M. Synergy scores: CSS=1.83, Synergy_ZIP=-1.21, Synergy_Bliss=-1.59, Synergy_Loewe=-3.94, Synergy_HSA=-3.88. (7) Drug 1: CC1=C(C(CCC1)(C)C)C=CC(=CC=CC(=CC(=O)O)C)C. Drug 2: COC1=NC(=NC2=C1N=CN2C3C(C(C(O3)CO)O)O)N. Cell line: UACC62. Synergy scores: CSS=1.59, Synergy_ZIP=1.06, Synergy_Bliss=3.40, Synergy_Loewe=1.29, Synergy_HSA=1.28.